Dataset: NCI-60 drug combinations with 297,098 pairs across 59 cell lines. Task: Regression. Given two drug SMILES strings and cell line genomic features, predict the synergy score measuring deviation from expected non-interaction effect. (1) Drug 1: CC(CN1CC(=O)NC(=O)C1)N2CC(=O)NC(=O)C2. Drug 2: CC12CCC3C(C1CCC2OP(=O)(O)O)CCC4=C3C=CC(=C4)OC(=O)N(CCCl)CCCl.[Na+]. Cell line: HT29. Synergy scores: CSS=33.0, Synergy_ZIP=-6.98, Synergy_Bliss=1.29, Synergy_Loewe=-9.71, Synergy_HSA=2.21. (2) Drug 1: C1=CC(=CC=C1CC(C(=O)O)N)N(CCCl)CCCl.Cl. Drug 2: C1=NC(=NC(=O)N1C2C(C(C(O2)CO)O)O)N. Cell line: A498. Synergy scores: CSS=9.24, Synergy_ZIP=-1.06, Synergy_Bliss=4.39, Synergy_Loewe=-0.0611, Synergy_HSA=1.62.